This data is from Full USPTO retrosynthesis dataset with 1.9M reactions from patents (1976-2016). The task is: Predict the reactants needed to synthesize the given product. (1) Given the product [CH2:1]([CH:8]1[CH2:13][CH2:12][N:11]([CH2:17][CH2:16][CH2:14][NH:18][C:19]2[CH:24]=[CH:23][CH:22]=[CH:21][CH:20]=2)[CH2:10][CH2:9]1)[C:2]1[CH:7]=[CH:6][CH:5]=[CH:4][CH:3]=1, predict the reactants needed to synthesize it. The reactants are: [CH2:1]([CH:8]1[CH2:13][CH2:12][NH:11][CH2:10][CH2:9]1)[C:2]1[CH:7]=[CH:6][CH:5]=[CH:4][CH:3]=1.[CH:14]([CH:16]=[CH2:17])=O.[NH2:18][C:19]1[CH:24]=[CH:23][CH:22]=[CH:21][CH:20]=1.C(O[BH-](OC(=O)C)OC(=O)C)(=O)C.[Na+].[OH-].[Na+]. (2) Given the product [CH2:17]([C:2]1[CH:7]=[CH:6][CH:5]=[C:4]([O:8][C:9]2[CH:14]=[CH:13][CH:12]=[CH:11][CH:10]=2)[CH:3]=1)[CH:16]=[CH2:15], predict the reactants needed to synthesize it. The reactants are: Br[C:2]1[CH:7]=[CH:6][CH:5]=[C:4]([O:8][C:9]2[CH:14]=[CH:13][CH:12]=[CH:11][CH:10]=2)[CH:3]=1.[CH2:15]([Sn](CCCC)(CCCC)CCCC)[CH:16]=[CH2:17].C1(P(C2C=CC=CC=2)C2C=CC=CC=2)C=CC=CC=1.[Li+].[Cl-]. (3) Given the product [CH3:33][O:32][C:30](=[O:31])[C:29]1[CH:34]=[CH:35][C:26]([CH2:25][N:12]2[CH:13]=[C:9]([C:3]3[CH:4]=[CH:5][C:6]([Cl:8])=[CH:7][C:2]=3[Cl:1])[N:10]=[C:11]2[CH2:14][CH2:15][CH2:16][C:17]2[CH:18]=[CH:19][C:20]([I:23])=[CH:21][CH:22]=2)=[CH:27][CH:28]=1, predict the reactants needed to synthesize it. The reactants are: [Cl:1][C:2]1[CH:7]=[C:6]([Cl:8])[CH:5]=[CH:4][C:3]=1[C:9]1[N:10]=[C:11]([CH2:14][CH2:15][CH2:16][C:17]2[CH:22]=[CH:21][C:20]([I:23])=[CH:19][CH:18]=2)[NH:12][CH:13]=1.Br[CH2:25][C:26]1[CH:35]=[CH:34][C:29]([C:30]([O:32][CH3:33])=[O:31])=[CH:28][CH:27]=1. (4) Given the product [Br:1][C:2]1[CH:3]=[C:4]2[C:13](=[CH:14][CH:15]=1)[C:7]1([CH2:12][CH2:11][O:10][CH2:9][CH2:8]1)[CH:6]=[C:5]2[C:16]1[C:21]([Cl:30])=[CH:20][N:19]=[C:18]([NH2:22])[N:17]=1, predict the reactants needed to synthesize it. The reactants are: [Br:1][C:2]1[CH:3]=[C:4]2[C:13](=[CH:14][CH:15]=1)[C:7]1([CH2:12][CH2:11][O:10][CH2:9][CH2:8]1)[CH:6]=[C:5]2[C:16]1[CH:21]=[CH:20][N:19]=[C:18]([NH2:22])[N:17]=1.C1C(=O)N([Cl:30])C(=O)C1. (5) Given the product [CH:1]1([O:6][C:7]2[N:15]=[C:14]3[C:10]([N:11]=[CH:12][NH:13]3)=[C:9]([NH:21][C:22](=[O:29])[C:23]3[CH:28]=[CH:27][CH:26]=[CH:25][CH:24]=3)[N:8]=2)[CH2:2][CH2:3][CH2:4][CH2:5]1, predict the reactants needed to synthesize it. The reactants are: [CH:1]1([O:6][C:7]2[N:15]=[C:14]3[C:10]([N:11]=[CH:12][N:13]3C3CCCO3)=[C:9]([NH2:21])[N:8]=2)[CH2:5][CH2:4][CH2:3][CH2:2]1.[C:22](Cl)(=[O:29])[C:23]1[CH:28]=[CH:27][CH:26]=[CH:25][CH:24]=1. (6) Given the product [F:3][C:4]1[CH:9]=[CH:8][C:7]([C:10]2[NH:11][C:12]3[C:17]([C:18](=[O:20])[C:19]=2[CH2:27][C:24]2[CH:25]=[CH:26][N:21]=[CH:22][CH:23]=2)=[CH:16][CH:15]=[CH:14][CH:13]=3)=[CH:6][CH:5]=1, predict the reactants needed to synthesize it. The reactants are: [OH-].[Na+].[F:3][C:4]1[CH:9]=[CH:8][C:7]([CH:10]2[CH2:19][C:18](=[O:20])[C:17]3[C:12](=[CH:13][CH:14]=[CH:15][CH:16]=3)[NH:11]2)=[CH:6][CH:5]=1.[N:21]1[CH:26]=[CH:25][C:24]([CH:27]=O)=[CH:23][CH:22]=1. (7) Given the product [O:6]=[C:4]1[C:3]2[C:2](=[CH:10][CH:9]=[CH:8][CH:7]=2)[C:1](=[O:11])[N:5]1[CH2:14][C:15]1[CH:16]=[N:17][C:18]([CH3:24])=[C:19]([O:22][CH3:23])[C:20]=1[CH3:21], predict the reactants needed to synthesize it. The reactants are: [C:1]1(=[O:11])[NH:5][C:4](=[O:6])[C:3]2=[CH:7][CH:8]=[CH:9][CH:10]=[C:2]12.Cl.Cl[CH2:14][C:15]1[CH:16]=[N:17][C:18]([CH3:24])=[C:19]([O:22][CH3:23])[C:20]=1[CH3:21].